Dataset: Catalyst prediction with 721,799 reactions and 888 catalyst types from USPTO. Task: Predict which catalyst facilitates the given reaction. Reactant: O[C:2]1([C:10]2[CH:17]=[CH:16][C:13]([C:14]#[N:15])=[CH:12][CH:11]=2)[C:9]2[N:5]([CH:6]=[N:7][CH:8]=2)[CH2:4][CH2:3]1. Product: [CH:8]1[N:7]=[CH:6][N:5]2[CH2:4][CH:3]=[C:2]([C:10]3[CH:17]=[CH:16][C:13]([C:14]#[N:15])=[CH:12][CH:11]=3)[C:9]=12. The catalyst class is: 632.